This data is from Reaction yield outcomes from USPTO patents with 853,638 reactions. The task is: Predict the reaction yield, written as a fraction of the theoretical maximum amount of product (1.0 means a 100% yield; for example, 0.34 means a 34% yield). (1) The reactants are Cl[C:2]1[N:11]=[C:10]([C:12]2[CH:17]=[CH:16][CH:15]=[CH:14][C:13]=2[F:18])[C:9]2[C:4](=[CH:5][CH:6]=[C:7]([Cl:19])[CH:8]=2)[N:3]=1.[C:20]([O:24][C:25]([N:27]1[CH2:32][CH2:31][CH:30]([NH2:33])[CH2:29][CH2:28]1)=[O:26])([CH3:23])([CH3:22])[CH3:21]. The catalyst is CN1C(=O)CCC1. The product is [C:20]([O:24][C:25]([N:27]1[CH2:32][CH2:31][CH:30]([NH:33][C:2]2[N:11]=[C:10]([C:12]3[CH:17]=[CH:16][CH:15]=[CH:14][C:13]=3[F:18])[C:9]3[C:4](=[CH:5][CH:6]=[C:7]([Cl:19])[CH:8]=3)[N:3]=2)[CH2:29][CH2:28]1)=[O:26])([CH3:23])([CH3:21])[CH3:22]. The yield is 0.660. (2) The reactants are [OH:1][C@@H:2]([CH2:28][OH:29])[CH2:3][NH:4][C:5]([C:7]1[C:8](=[O:27])[N:9]([CH3:26])[C:10]2[C:15]([C:16]=1[OH:17])=[N:14][CH:13]=[C:12]([CH2:18][C:19]1[CH:24]=[CH:23][C:22]([F:25])=[CH:21][CH:20]=1)[CH:11]=2)=[O:6].[OH-].[Na+:31]. No catalyst specified. The product is [OH:1][C@@H:2]([CH2:28][OH:29])[CH2:3][NH:4][C:5]([C:7]1[C:8](=[O:27])[N:9]([CH3:26])[C:10]2[C:15]([C:16]=1[O-:17])=[N:14][CH:13]=[C:12]([CH2:18][C:19]1[CH:20]=[CH:21][C:22]([F:25])=[CH:23][CH:24]=1)[CH:11]=2)=[O:6].[Na+:31]. The yield is 0.940. (3) The reactants are CCOC(C)=O.O1CCCCC1[O:13][NH:14][C:15]([C:17]1([S:26]([C:29]2[CH:34]=[CH:33][C:32]([C:35]3[CH:40]=[N:39][C:38]([CH2:41][CH2:42][C:43]([F:49])([F:48])[C:44]([F:47])([F:46])[F:45])=[CH:37][N:36]=3)=[CH:31][CH:30]=2)(=[O:28])=[O:27])[CH2:22][CH2:21][N:20]([CH:23]2[CH2:25][CH2:24]2)[CH2:19][CH2:18]1)=[O:16].[ClH:50].C1(N2CCC(S(C3C=CC(C4C=CC(OC(F)(F)C(F)F)=CC=4)=CC=3)(=O)=O)(C(NOC3CCCCO3)=O)CC2)CC1. The catalyst is C(O)C.CCCCCC. The product is [ClH:50].[ClH:50].[CH:23]1([N:20]2[CH2:21][CH2:22][C:17]([S:26]([C:29]3[CH:30]=[CH:31][C:32]([C:35]4[CH:40]=[N:39][C:38]([CH2:41][CH2:42][C:43]([F:48])([F:49])[C:44]([F:47])([F:45])[F:46])=[CH:37][N:36]=4)=[CH:33][CH:34]=3)(=[O:28])=[O:27])([C:15]([NH:14][OH:13])=[O:16])[CH2:18][CH2:19]2)[CH2:24][CH2:25]1. The yield is 0.790.